This data is from Experimentally validated miRNA-target interactions with 360,000+ pairs, plus equal number of negative samples. The task is: Binary Classification. Given a miRNA mature sequence and a target amino acid sequence, predict their likelihood of interaction. (1) The miRNA is mmu-miR-337-3p with sequence UCAGCUCCUAUAUGAUGCCUUU. The protein sequence of the target gene is MASNNTASIAQARKLVEQLKMEANIDRIKVSKAAADLMAYCEAHAKEDPLLTPVPASENPFREKKFFCAIL. Result: 0 (no interaction). (2) The miRNA is hsa-miR-181a-5p with sequence AACAUUCAACGCUGUCGGUGAGU. The protein sequence of the target gene is MVQKKKFCPRLLDYLVIVGARHPSSDSVAQTPELLRRYPLEDHTEFPLPPDVVFFCQPEGCLSVRQRRMSLRDDTSFVFTLTDKDTGVTRYGICVNFYRSFQKRISKEKGEGGAGSRGKEGTHATCASEEGGTESSESGSSLQPLSADSTPDVNQSPRGKRRAKAGSRSRNSTLTSLCVLSHYPFFSTFRECLYTLKRLVDCCSERLLGKKLGIPRGVQRDTMWRIFTGSLLVEEKSSALLHDLREIEAWIYRLLRSPVPVSGQKRVDIEVLPQELQPALTFALPDPSRFTLVDFPLHLP.... Result: 1 (interaction). (3) The miRNA is hsa-miR-624-5p with sequence UAGUACCAGUACCUUGUGUUCA. The protein sequence of the target gene is MARPLCTLLLLMATLAGALASSSKEENRIIPGGIYDADLNDEWVQRALHFAISEYNKATEDEYYRRPLQVLRAREQTFGGVNYFFDVEVGRTICTKSQPNLDTCAFHEQPELQKKQLCSFEIYEVPWEDRMSLVNSRCQEA. Result: 0 (no interaction). (4) The miRNA is hsa-miR-4524b-5p with sequence AUAGCAGCAUAAGCCUGUCUC. The protein sequence of the target gene is MAQRAFPNPYADYNKSLAEGYFDAAGRLTPEFSQRLTNKIRELLQQMERGLKSADPRDGTGYTGWAGIAVLYLHLYDVFGDPAYLQLAHGYVKQSLNCLTKRSITFLCGDAGPLAVAAVLYHKMNNEKQAEDCITRLIHLNKIDPHAPNEMLYGRIGYIYALLFVNKNFGVEKIPQSHIQQICETILTSGENLARKRNFTAKSPLMYEWYQEYYVGAAHGLAGIYYYLMQPSLQVSQGKLHSLVKPSVDYVCQLKFPSGNYPPCIGDNRDLLVHWCHGAPGVIYMLIQAYKVFREEKYLC.... Result: 1 (interaction). (5) The miRNA is hsa-miR-548at-3p with sequence CAAAACCGCAGUAACUUUUGU. The protein sequence of the target gene is MAARRALHFVFKVGNRFQTARFYRDVLGMKVESCSVARLECSGAISAHCSDYTRITEDSFSKPYDGKWSKTMVGFGPEDDHFVAELTYNYGVGDYKLGNDFMGITLASSQAVSNARKLEWPLTEVAEGVFETEAPGGYKFYLQNRSLPQSDPVLKVTLAVSDLQKSLNYWCNLLGMKIYEKDEEKQRALLGYADNQCKLELQGVKGGVDHAAAFGRIAFSCPQKELPDLEDLMKRENQKILTPLVSLDTPGKATVQVVILADPDGHEICFVGDEAFRELSKMDPEGSKLLDDAMAADKSD.... Result: 0 (no interaction). (6) The miRNA is hsa-miR-302e with sequence UAAGUGCUUCCAUGCUU. The protein sequence of the target gene is MNNKFDALKDDDSGDHDQNEENSTQKDGEKEKTERDKNQSSSKRKAVVPGPAEHPLQYNYTFWYSRRTPGRPTSSQSYEQNIKQIGTFASVEQFWRFYSHMVRPGDLTGHSDFHLFKEGIKPMWEDDANKNGGKWIIRLRKGLASRCWENLILAMLGEQFMVGEEICGAVVSVRFQEDIISIWNKTASDQATTARIRDTLRRVLNLPPNTIMEYKTHTDSIKMPGRLGPQRLLFQNLWKPRLNVP. Result: 0 (no interaction). (7) The miRNA is hsa-miR-3611 with sequence UUGUGAAGAAAGAAAUUCUUA. The protein sequence of the target gene is MRCLAARVNYKTLIIICALFTLVTVLLWNKCSSDKAIQFPRHLSSGFRVDGLEKRSAASESNHYANHIAKQQSEEAFPQEQQKAPPVVGGFNSNGGSKVLGLKYEEIDCLINDEHTIKGRREGNEVFLPFTWVEKYFDVYGKVVQYDGYDRFEFSHSYSKVYAQRSPYHPDGVFMSFEGYNVEVRDRVKCISGVEGVPLSTQWGPQGYFYPIQIAQYGLSHYSKNLTEKPPHIEVYETAEDRDRNIRPNEWTVPKGCFMASVADKSRSTNVKQFIAPETSEGVSLQLGNTKDFIISFDLK.... Result: 0 (no interaction). (8) The miRNA is hsa-miR-6792-3p with sequence CUCCUCCACAGCCCCUGCUCAU. The protein sequence of the target gene is MKFTLGLGSRAWRVSWERAAAAAAGPGAGGALGSGSLRVSSRRGPRLARALPLCLSGGGGARALPDCAGPSPRRSGARQLAGPRAMEQTYGEVNQLGGVFVNGRPLPNAIRLRIVELAQLGIRPCDISRQLRVSHGCVSKILARYNETGSILPGAIGGSKPRVTTPNVVKHIRDYKQGDPGIFAWEIRDRLLADGVCDKYNVPSVSSISRILRNKIGSLAQPGPYEASKQPPPQPALPYNHIYQYPYPSPVSPTGTKMGTHPGVPGSAGHVSIPRSWPSAHSVSNILGIRTFMEQTGALA.... Result: 0 (no interaction). (9) The miRNA is mmu-miR-339-3p with sequence UGAGCGCCUCGGCGACAGAGCCG. The protein sequence of the target gene is MSECGGRGGGSSSSEDAEDEGGGGGGPAGSDCLSSSPTLATASSAGRLRRGLRGAFLMARQRPELLCGAVALGCALLLALKFTCSRAKDVIIPAKPPVSFFSLRSPVLDLFQGQLDYAEYVRRDSEVVLLFFYAPWCGQSIAARAEIEQAASRLSDQVLFVAINCWWNQGKCRKQKHFFYFPVIYLYHRSFGPIEYKGPMSAVYIEKFVRRVMKPLLYIPSQSELLDFLSNYEPGVLGYFEFSGSPQPPGYLTFFTSALHSLKKALESTSSPRALVSFTGEWHLETKIYVLDYLGTVRFG.... Result: 0 (no interaction). (10) The miRNA is hsa-miR-4305 with sequence CCUAGACACCUCCAGUUC. The protein sequence of the target gene is MACPWKFLFKVKSYQSDLKEEKDINNNVKKTPCAVLSPTIQDDPKSHQNGSPQLLTGTAQNVPESLDKLHVTSTRPQYVRIKNWGSGEILHDTLHHKATSDFTCKSKSCLGSIMNPKSLTRGPRDKPTPLEELLPHAIEFINQYYGSFKEAKIEEHLARLEAVTKEIETTGTYQLTLDELIFATKMAWRNAPRCIGRIQWSNLQVFDARNCSTAQEMFQHICRHILYATNNGNIRSAITVFPQRSDGKHDFRLWNSQLIRYAGYQMPDGTIRGDAATLEFTQLCIDLGWKPRYGRFDVLP.... Result: 0 (no interaction).